From a dataset of Reaction yield outcomes from USPTO patents with 853,638 reactions. Predict the reaction yield, written as a fraction of the theoretical maximum amount of product (1.0 means a 100% yield; for example, 0.34 means a 34% yield). (1) The reactants are [CH3:1][N:2]1[CH:6]=[C:5]([N+:7]([O-:9])=[O:8])[CH:4]=[N:3]1.C[Si](C)(C)[N-][Si](C)(C)C.[Li+].[Cl:20]C(Cl)(Cl)C(Cl)(Cl)Cl. The catalyst is C1COCC1. The product is [Cl:20][C:6]1[N:2]([CH3:1])[N:3]=[CH:4][C:5]=1[N+:7]([O-:9])=[O:8]. The yield is 0.200. (2) The reactants are [N+:1]([C:4]1[CH:12]=[C:11]2[C:7]([C:8]([CH2:13][C:14]#[N:15])=[CH:9][NH:10]2)=[CH:6][CH:5]=1)([O-:3])=[O:2].[CH3:16][C:17]([O:20][C:21](O[C:21]([O:20][C:17]([CH3:19])([CH3:18])[CH3:16])=[O:22])=[O:22])([CH3:19])[CH3:18].CCN(CC)CC. The catalyst is C1COCC1. The product is [C:17]([O:20][C:21](=[O:22])[NH:15][CH2:14][CH2:13][C:8]1[C:7]2[C:11](=[CH:12][C:4]([N+:1]([O-:3])=[O:2])=[CH:5][CH:6]=2)[NH:10][CH:9]=1)([CH3:19])([CH3:18])[CH3:16]. The yield is 0.380. (3) The reactants are Cl.[OH:2][CH:3]([CH2:7][C:8]1[CH:13]=[CH:12][CH:11]=[CH:10][CH:9]=1)[C:4]([OH:6])=[O:5].[C:14]([O-])(O)=O.[Na+]. The catalyst is CO. The product is [CH3:14][O:5][C:4](=[O:6])[CH:3]([OH:2])[CH2:7][C:8]1[CH:13]=[CH:12][CH:11]=[CH:10][CH:9]=1. The yield is 0.900. (4) The reactants are [C:1]([O:7][CH3:8])(=[O:6])[CH2:2][C:3]([CH3:5])=[O:4].[Cl:9][C:10]1[CH:17]=[CH:16][C:13]([CH2:14][NH2:15])=[CH:12][CH:11]=1.II.C(OO)(C)(C)C. The catalyst is CN(C=O)C.O.C([O-])(=O)C.[Cu+2].C([O-])(=O)C. The product is [CH3:8][O:7][C:1]([C:2]1[N:15]=[C:14]([C:13]2[CH:16]=[CH:17][C:10]([Cl:9])=[CH:11][CH:12]=2)[O:4][C:3]=1[CH3:5])=[O:6]. The yield is 0.270.